From a dataset of Full USPTO retrosynthesis dataset with 1.9M reactions from patents (1976-2016). Predict the reactants needed to synthesize the given product. Given the product [CH3:12][O:13][C:14]([C:15]1[C:4]([C:3]2[CH:8]=[CH:9][CH:10]=[CH:11][C:2]=2[Cl:1])=[N:5][O:6][C:16]=1[CH3:18])=[O:19], predict the reactants needed to synthesize it. The reactants are: [Cl:1][C:2]1[CH:11]=[CH:10][CH:9]=[CH:8][C:3]=1[C:4](Cl)=[N:5][OH:6].[CH3:12][O:13][C:14](=[O:19])[CH2:15][C:16]([CH3:18])=O.C[O-].[Na+].